From a dataset of Catalyst prediction with 721,799 reactions and 888 catalyst types from USPTO. Predict which catalyst facilitates the given reaction. (1) Reactant: C(OC([N:11]1[CH2:15][CH2:14][CH2:13][C@@H:12]1[C:16](=[O:21])[NH:17][CH:18]1[CH2:20][CH2:19]1)=O)C1C=CC=CC=1. Product: [CH:18]1([NH:17][C:16]([C@H:12]2[CH2:13][CH2:14][CH2:15][NH:11]2)=[O:21])[CH2:20][CH2:19]1. The catalyst class is: 19. (2) Reactant: [Br:1][C:2]1[CH:11]=[CH:10][CH:9]=[C:8]2[C:3]=1[CH2:4][N:5]([CH3:13])[C:6](=[O:12])[NH:7]2.[H-].[Na+].[F:16][C:17]1[CH:18]=[C:19]([CH:22]=[CH:23][CH:24]=1)[CH2:20]Br. Product: [Br:1][C:2]1[CH:11]=[CH:10][CH:9]=[C:8]2[C:3]=1[CH2:4][N:5]([CH3:13])[C:6](=[O:12])[N:7]2[CH2:20][C:19]1[CH:22]=[CH:23][CH:24]=[C:17]([F:16])[CH:18]=1. The catalyst class is: 9. (3) Reactant: [C:1]([Br:5])(Br)(Br)Br.C1C=CC(P(C2C=CC=CC=2)C2C=CC=CC=2)=CC=1.[F:25][C:26]1[CH:27]=[CH:28][C:29]([O:49][C:50]2[CH:55]=[CH:54][CH:53]=[CH:52][CH:51]=2)=[C:30]([N:32]([CH2:36][C:37]2[CH:42]=[C:41]([O:43][CH3:44])[CH:40]=[CH:39][C:38]=2[O:45][CH2:46]CO)[C:33](=[O:35])[CH3:34])[CH:31]=1. Product: [F:25][C:26]1[CH:27]=[CH:28][C:29]([O:49][C:50]2[CH:55]=[CH:54][CH:53]=[CH:52][CH:51]=2)=[C:30]([N:32]([CH2:36][C:37]2[CH:42]=[C:41]([O:43][CH3:44])[CH:40]=[CH:39][C:38]=2[O:45][CH2:46][CH2:1][Br:5])[C:33](=[O:35])[CH3:34])[CH:31]=1. The catalyst class is: 28. (4) Product: [CH2:1]([CH:4]1[CH2:9][CH2:8][N:7]([C:10]([O:12][CH2:13][C:14]2[CH:19]=[CH:18][CH:17]=[CH:16][CH:15]=2)=[O:11])[CH2:6][C:5]1=[CH:40][C:41]([O:43][CH3:44])=[O:42])[CH:2]=[CH2:3]. The catalyst class is: 451. Reactant: [CH2:1]([CH:4]1[CH2:9][CH2:8][N:7]([C:10]([O:12][CH2:13][C:14]2[CH:19]=[CH:18][CH:17]=[CH:16][CH:15]=2)=[O:11])[CH2:6][C:5]1=O)[CH:2]=[CH2:3].C1(P(=[CH:40][C:41]([O:43][CH3:44])=[O:42])(C2C=CC=CC=2)C2C=CC=CC=2)C=CC=CC=1.